The task is: Regression. Given a peptide amino acid sequence and an MHC pseudo amino acid sequence, predict their binding affinity value. This is MHC class II binding data.. This data is from Peptide-MHC class II binding affinity with 134,281 pairs from IEDB. (1) The MHC is HLA-DPA10103-DPB10401 with pseudo-sequence HLA-DPA10103-DPB10401. The peptide sequence is LTKLAAAWGGSGSEA. The binding affinity (normalized) is 0. (2) The binding affinity (normalized) is 0.338. The peptide sequence is KNWMTETLLVQNANPDCKTI. The MHC is DRB1_0901 with pseudo-sequence DRB1_0901. (3) The peptide sequence is WKMLDPRQGLAVLRK. The MHC is DRB4_0103 with pseudo-sequence DRB4_0103. The binding affinity (normalized) is 0.619. (4) The peptide sequence is EAMEKELREAFRLYD. The MHC is HLA-DQA10101-DQB10501 with pseudo-sequence HLA-DQA10101-DQB10501. The binding affinity (normalized) is 0.464. (5) The peptide sequence is EKKYFAATQFEPSAA. The MHC is HLA-DQA10401-DQB10402 with pseudo-sequence HLA-DQA10401-DQB10402. The binding affinity (normalized) is 0.522. (6) The peptide sequence is IPVFLQEALNIALVA. The MHC is DRB5_0101 with pseudo-sequence DRB5_0101. The binding affinity (normalized) is 0.473. (7) The binding affinity (normalized) is 0.158. The peptide sequence is TGGNSPVQEFTVPRT. The MHC is DRB1_0701 with pseudo-sequence DRB1_0701. (8) The peptide sequence is KFVDSTVVASVTIID. The MHC is HLA-DQA10102-DQB10602 with pseudo-sequence HLA-DQA10102-DQB10602. The binding affinity (normalized) is 0.270. (9) The peptide sequence is SSKAATAKAPGLVPK. The MHC is DRB1_1101 with pseudo-sequence DRB1_1101. The binding affinity (normalized) is 0.329.